Dataset: Catalyst prediction with 721,799 reactions and 888 catalyst types from USPTO. Task: Predict which catalyst facilitates the given reaction. (1) Reactant: C(N(CC)CC)C.[CH2:8]([NH2:15])[C:9]1[CH:14]=[CH:13][CH:12]=[CH:11][CH:10]=1.[Cl:16][C:17]1[C:22]([N+:23]([O-:25])=[O:24])=[C:21](Cl)[CH:20]=[C:19]([CH2:27][CH2:28][CH2:29][CH2:30][CH3:31])[N:18]=1. Product: [CH2:8]([NH:15][C:21]1[CH:20]=[C:19]([CH2:27][CH2:28][CH2:29][CH2:30][CH3:31])[N:18]=[C:17]([Cl:16])[C:22]=1[N+:23]([O-:25])=[O:24])[C:9]1[CH:14]=[CH:13][CH:12]=[CH:11][CH:10]=1. The catalyst class is: 9. (2) Reactant: [F:1][C:2]([F:7])([F:6])[C@H:3]([OH:5])[CH3:4].[H-].[Na+].Br[CH2:11][C:12]1[CH:13]=[C:14]([B:18]2[O:22][C:21]([CH3:24])([CH3:23])[C:20]([CH3:26])([CH3:25])[O:19]2)[CH:15]=[CH:16][CH:17]=1.O. The catalyst class is: 9. Product: [CH3:23][C:21]1([CH3:24])[C:20]([CH3:25])([CH3:26])[O:19][B:18]([C:14]2[CH:15]=[CH:16][CH:17]=[C:12]([CH2:11][O:5][C@H:3]([CH3:4])[C:2]([F:7])([F:6])[F:1])[CH:13]=2)[O:22]1. (3) Reactant: [Cl:1][C:2]1[CH:10]=[C:9]2[C:5](/[C:6](=[CH:12]/[C:13]3[CH:18]=[CH:17][C:16]([F:19])=[C:15]([C:20]([N:22]4[CH2:27][CH2:26][CH:25]([O:28][CH3:29])[CH2:24][CH2:23]4)=[O:21])[CH:14]=3)/[O:7][C:8]2=O)=[CH:4][CH:3]=1.CN(C)C=O.O.[NH2:36][NH2:37]. Product: [Cl:1][C:2]1[CH:10]=[C:9]2[C:5]([C:6]([CH2:12][C:13]3[CH:18]=[CH:17][C:16]([F:19])=[C:15]([C:20]([N:22]4[CH2:27][CH2:26][CH:25]([O:28][CH3:29])[CH2:24][CH2:23]4)=[O:21])[CH:14]=3)=[N:36][NH:37][C:8]2=[O:7])=[CH:4][CH:3]=1. The catalyst class is: 6. (4) Reactant: [O:1]1[CH:5]=[CH:4][CH:3]=[C:2]1[C:6]1[O:10][N:9]=[C:8](C(O)=O)[CH:7]=1.C1C=CC(P([N:28]=[N+]=[N-])(C2C=CC=CC=2)=O)=CC=1.O. Product: [O:1]1[CH:5]=[CH:4][CH:3]=[C:2]1[C:6]1[O:10][N:9]=[C:8]([NH2:28])[CH:7]=1. The catalyst class is: 48. (5) Reactant: [CH3:1][O:2][C:3]([C:5]1[C:9]([C:10]([O:12]C)=[O:11])=[N:8][N:7]([CH3:14])[N:6]=1)=[O:4].[OH-].[K+]. Product: [CH3:1][O:2][C:3]([C:5]1[C:9]([C:10]([OH:12])=[O:11])=[N:8][N:7]([CH3:14])[N:6]=1)=[O:4]. The catalyst class is: 5. (6) Reactant: [Si:1]([O:8][CH2:9][C:10](=[CH2:13])[CH2:11]O)([C:4]([CH3:7])([CH3:6])[CH3:5])([CH3:3])[CH3:2].C(N(CC)CC)C.CS(Cl)(=O)=O.[CH3:26][O:27][C:28]1[CH:35]=[C:34]([O:36][CH3:37])[CH:33]=[CH:32][C:29]=1[CH2:30][NH2:31]. Product: [Si:1]([O:8][CH2:9][C:10](=[CH2:13])[CH2:11][NH:31][CH2:30][C:29]1[CH:32]=[CH:33][C:34]([O:36][CH3:37])=[CH:35][C:28]=1[O:27][CH3:26])([C:4]([CH3:7])([CH3:6])[CH3:5])([CH3:3])[CH3:2]. The catalyst class is: 146.